From a dataset of Peptide-MHC class II binding affinity with 134,281 pairs from IEDB. Regression. Given a peptide amino acid sequence and an MHC pseudo amino acid sequence, predict their binding affinity value. This is MHC class II binding data. (1) The peptide sequence is GEVEIQFRRVKCKYP. The MHC is HLA-DPA10301-DPB10402 with pseudo-sequence HLA-DPA10301-DPB10402. The binding affinity (normalized) is 0.234. (2) The peptide sequence is EPGHLAPTGMFVAGA. The MHC is HLA-DQA10501-DQB10301 with pseudo-sequence HLA-DQA10501-DQB10301. The binding affinity (normalized) is 0.447. (3) The peptide sequence is IAPIMFSNKMARLGK. The MHC is DRB1_0701 with pseudo-sequence DRB1_0701. The binding affinity (normalized) is 0.468. (4) The peptide sequence is GKSTRSTTDSGKVIP. The MHC is HLA-DQA10501-DQB10302 with pseudo-sequence HLA-DQA10501-DQB10302. The binding affinity (normalized) is 0.292. (5) The peptide sequence is PEAKYDAYVATLTEA. The MHC is HLA-DPA10301-DPB10402 with pseudo-sequence HLA-DPA10301-DPB10402. The binding affinity (normalized) is 0.0584. (6) The peptide sequence is VESCPLMRFITAETH. The MHC is DRB1_0101 with pseudo-sequence DRB1_0101. The binding affinity (normalized) is 0.330. (7) The peptide sequence is LIWVGINTRNMTMSM. The MHC is DRB1_0404 with pseudo-sequence DRB1_0404. The binding affinity (normalized) is 0.472. (8) The peptide sequence is GELVIVDKIDAAFKI. The MHC is DRB1_0401 with pseudo-sequence DRB1_0401. The binding affinity (normalized) is 0.641. (9) The peptide sequence is SVDFTHNQNNTDCLK. The MHC is DRB1_0101 with pseudo-sequence DRB1_0101. The binding affinity (normalized) is 0.478. (10) The peptide sequence is DAREERLQDPKRNEK. The MHC is DRB1_0101 with pseudo-sequence DRB1_0101. The binding affinity (normalized) is 0.128.